Regression. Given two drug SMILES strings and cell line genomic features, predict the synergy score measuring deviation from expected non-interaction effect. From a dataset of NCI-60 drug combinations with 297,098 pairs across 59 cell lines. (1) Drug 1: C1CCC(C(C1)N)N.C(=O)(C(=O)[O-])[O-].[Pt+4]. Drug 2: CC12CCC3C(C1CCC2OP(=O)(O)O)CCC4=C3C=CC(=C4)OC(=O)N(CCCl)CCCl.[Na+]. Cell line: NCI-H226. Synergy scores: CSS=18.8, Synergy_ZIP=-5.72, Synergy_Bliss=1.06, Synergy_Loewe=-11.1, Synergy_HSA=0.143. (2) Drug 1: CC1=C2C(C(=O)C3(C(CC4C(C3C(C(C2(C)C)(CC1OC(=O)C(C(C5=CC=CC=C5)NC(=O)OC(C)(C)C)O)O)OC(=O)C6=CC=CC=C6)(CO4)OC(=O)C)OC)C)OC. Drug 2: N.N.Cl[Pt+2]Cl. Cell line: SK-OV-3. Synergy scores: CSS=52.8, Synergy_ZIP=9.27, Synergy_Bliss=9.47, Synergy_Loewe=-19.7, Synergy_HSA=10.0. (3) Drug 1: CC1=CC2C(CCC3(C2CCC3(C(=O)C)OC(=O)C)C)C4(C1=CC(=O)CC4)C. Drug 2: CC1=C(N=C(N=C1N)C(CC(=O)N)NCC(C(=O)N)N)C(=O)NC(C(C2=CN=CN2)OC3C(C(C(C(O3)CO)O)O)OC4C(C(C(C(O4)CO)O)OC(=O)N)O)C(=O)NC(C)C(C(C)C(=O)NC(C(C)O)C(=O)NCCC5=NC(=CS5)C6=NC(=CS6)C(=O)NCCC[S+](C)C)O. Cell line: HOP-92. Synergy scores: CSS=14.8, Synergy_ZIP=-2.42, Synergy_Bliss=-0.702, Synergy_Loewe=-82.1, Synergy_HSA=-5.24. (4) Drug 1: CC1=CC=C(C=C1)C2=CC(=NN2C3=CC=C(C=C3)S(=O)(=O)N)C(F)(F)F. Drug 2: CCN(CC)CCCC(C)NC1=C2C=C(C=CC2=NC3=C1C=CC(=C3)Cl)OC. Cell line: SK-MEL-2. Synergy scores: CSS=26.4, Synergy_ZIP=8.70, Synergy_Bliss=7.91, Synergy_Loewe=-7.32, Synergy_HSA=2.18. (5) Drug 1: CCN(CC)CCCC(C)NC1=C2C=C(C=CC2=NC3=C1C=CC(=C3)Cl)OC. Drug 2: COCCOC1=C(C=C2C(=C1)C(=NC=N2)NC3=CC=CC(=C3)C#C)OCCOC.Cl. Cell line: M14. Synergy scores: CSS=4.99, Synergy_ZIP=-3.53, Synergy_Bliss=-3.03, Synergy_Loewe=-8.43, Synergy_HSA=-4.44. (6) Drug 1: CC12CCC3C(C1CCC2=O)CC(=C)C4=CC(=O)C=CC34C. Drug 2: COC1=NC(=NC2=C1N=CN2C3C(C(C(O3)CO)O)O)N. Cell line: TK-10. Synergy scores: CSS=31.0, Synergy_ZIP=4.82, Synergy_Bliss=2.88, Synergy_Loewe=-10.00, Synergy_HSA=0.379.